This data is from Catalyst prediction with 721,799 reactions and 888 catalyst types from USPTO. The task is: Predict which catalyst facilitates the given reaction. (1) Reactant: [C:1]([O-:4])(=[O:3])[CH3:2].C(N[CH:9]1[CH2:14]C[NH2+:12][CH2:11][CH2:10]1)(=O)C.FC1C=CC=CC=1[N+]([O-])=[O:23].C(N(CC)CC)C. Product: [C:11]([C:10]1[O:23][C:2]([C:1]([OH:4])=[O:3])=[CH:14][CH:9]=1)#[N:12]. The catalyst class is: 3. (2) Reactant: [C:1]([C:3]1[CH:30]=[CH:29][C:6]([NH:7][CH:8]2[CH2:13][CH2:12][N:11]([CH2:14][CH2:15][CH:16]([C:23]3[CH:28]=[CH:27][CH:26]=[CH:25][CH:24]=3)[C:17]3[CH:22]=[CH:21][CH:20]=[CH:19][CH:18]=3)[CH2:10][CH2:9]2)=[C:5]([N+:31]([O-])=O)[CH:4]=1)#[N:2].Cl. Product: [NH2:31][C:5]1[CH:4]=[C:3]([C:1]#[N:2])[CH:30]=[CH:29][C:6]=1[NH:7][CH:8]1[CH2:13][CH2:12][N:11]([CH2:14][CH2:15][CH:16]([C:17]2[CH:18]=[CH:19][CH:20]=[CH:21][CH:22]=2)[C:23]2[CH:28]=[CH:27][CH:26]=[CH:25][CH:24]=2)[CH2:10][CH2:9]1. The catalyst class is: 5. (3) Reactant: [CH3:1][CH2:2][CH2:3][CH2:4][CH2:5][CH2:6][CH2:7][CH2:8][CH2:9][CH2:10][CH2:11][CH2:12]OS([O-])(=O)=O.[Na+]. Product: [CH3:1][CH2:2][CH2:3][CH2:4][CH2:5][CH2:6][CH2:7][CH2:8][CH2:9][CH2:10][CH2:11][CH2:12][CH2:1][CH2:2][CH2:3][CH3:4]. The catalyst class is: 6. (4) Reactant: [CH2:1]([N:3]1[C:9](=[O:10])[CH2:8][CH2:7][CH2:6][C:5]2[C:11]([O:18][CH3:19])=[C:12]([N+:15]([O-:17])=[O:16])[CH:13]=[CH:14][C:4]1=2)[CH3:2].CN(C)CCN(C)C.[I:28][Si](C)(C)C.II. Product: [CH2:1]([N:3]1[C:9](=[O:10])[CH:8]([I:28])[CH2:7][CH2:6][C:5]2[C:11]([O:18][CH3:19])=[C:12]([N+:15]([O-:17])=[O:16])[CH:13]=[CH:14][C:4]1=2)[CH3:2]. The catalyst class is: 2. (5) Reactant: [CH2:1]([O:3][P:4]([CH2:9][C:10]1[CH:15]=[CH:14][C:13]([NH:16][C:17]2[N:22]=[C:21]([NH:23][C:24]3[CH:32]=[CH:31][C:30](Br)=[C:29]4[C:25]=3[C:26](=[O:35])[N:27]([CH3:34])[CH2:28]4)[C:20]([C:36]([F:39])([F:38])[F:37])=[CH:19][N:18]=2)=[C:12]([O:40][CH3:41])[CH:11]=1)(=[O:8])[O:5][CH2:6][CH3:7])[CH3:2].OB(O)[C:44]1[CH:52]=[CH:51][C:47]([C:48]([OH:50])=[O:49])=[CH:46][CH:45]=1.C(=O)([O-])[O-].[K+].[K+].ClCCl. Product: [CH2:1]([O:3][P:4]([CH2:9][C:10]1[CH:15]=[CH:14][C:13]([NH:16][C:17]2[N:22]=[C:21]([NH:23][C:24]3[CH:32]=[CH:31][C:30]([C:44]4[CH:52]=[CH:51][C:47]([C:48]([OH:50])=[O:49])=[CH:46][CH:45]=4)=[C:29]4[C:25]=3[C:26](=[O:35])[N:27]([CH3:34])[CH2:28]4)[C:20]([C:36]([F:39])([F:37])[F:38])=[CH:19][N:18]=2)=[C:12]([O:40][CH3:41])[CH:11]=1)([O:5][CH2:6][CH3:7])=[O:8])[CH3:2]. The catalyst class is: 127.